This data is from hERG Central: cardiac toxicity at 1µM, 10µM, and general inhibition. The task is: Predict hERG channel inhibition at various concentrations. Results: hERG_inhib (hERG inhibition (general)): blocker. The drug is OC(COc1ccc2cc(Br)ccc2c1)CN1CCCC1.